Dataset: Reaction yield outcomes from USPTO patents with 853,638 reactions. Task: Predict the reaction yield, written as a fraction of the theoretical maximum amount of product (1.0 means a 100% yield; for example, 0.34 means a 34% yield). (1) The reactants are [CH3:1][N:2]1[C:8]2[C:9]([N+:13]([O-])=O)=[CH:10][CH:11]=[CH:12][C:7]=2[C:6](=[O:16])[N:5]([CH3:17])[CH2:4][CH2:3]1. The catalyst is CO.[Pd]. The product is [NH2:13][C:9]1[C:8]2[N:2]([CH3:1])[CH2:3][CH2:4][N:5]([CH3:17])[C:6](=[O:16])[C:7]=2[CH:12]=[CH:11][CH:10]=1. The yield is 0.990. (2) The reactants are [Cl:1][C:2]1[N:7]=[CH:6][C:5]([CH2:8][N:9]2[CH2:13][CH2:12][NH:11][C:10]2=[CH:14][C:15](=[O:20])[C:16]([F:19])([F:18])[F:17])=[CH:4][CH:3]=1.N1C=CC=CC=1.[F:27][C:28]([F:39])([F:38])[C:29](O[C:29](=[O:30])[C:28]([F:39])([F:38])[F:27])=[O:30]. The catalyst is ClCCl. The product is [Cl:1][C:2]1[N:7]=[CH:6][C:5]([CH2:8][N:9]2[CH2:13][CH2:12][NH:11][C:10]2=[C:14]([C:29](=[O:30])[C:28]([F:39])([F:38])[F:27])[C:15](=[O:20])[C:16]([F:19])([F:18])[F:17])=[CH:4][CH:3]=1. The yield is 0.750. (3) The reactants are CO[C:3](=O)[C:4]1[CH:9]=[C:8]([O:10][CH2:11][CH2:12][C:13]2[CH:17]=[CH:16][S:15][CH:14]=2)[C:7](I)=[N:6][CH:5]=1.CN(C)C=O.[C:25](=O)([O-:27])[O-:26].[K+].[K+].C1(P(C2C=CC=CC=2)C2C=CC=CC=2)C=CC=CC=1. The catalyst is CO.C([O-])(=O)C.[Pd+2].C([O-])(=O)C. The product is [CH3:3][C:4]1[C:5]([C:25]([OH:27])=[O:26])=[N:6][C:7]2[C:14]3[S:15][CH:16]=[CH:17][C:13]=3[CH2:12][CH2:11][O:10][C:8]=2[CH:9]=1. The yield is 0.528. (4) The reactants are [Cl-].[CH3:2][O:3][CH2:4][P+](C1C=CC=CC=1)(C1C=CC=CC=1)C1C=CC=CC=1.[Li]CCCC.[O:29]1[C:33]2([CH2:38][CH2:37][C:36](=O)[CH2:35][CH2:34]2)[O:32][CH2:31][CH2:30]1. The catalyst is C1COCC1. The product is [CH3:2][O:3][CH:4]=[C:36]1[CH2:37][CH2:38][C:33]2([O:32][CH2:31][CH2:30][O:29]2)[CH2:34][CH2:35]1. The yield is 0.560.